This data is from Catalyst prediction with 721,799 reactions and 888 catalyst types from USPTO. The task is: Predict which catalyst facilitates the given reaction. (1) Reactant: [C:1]([O:5][C:6](=[O:29])[CH2:7][CH2:8][N:9]1[CH2:14][CH2:13][O:12][CH:11]([C:15]2[CH:20]=[CH:19][C:18](OS(C(F)(F)F)(=O)=O)=[CH:17][CH:16]=2)[CH2:10]1)([CH3:4])([CH3:3])[CH3:2].[C:30]([O-:33])(=[S:32])[CH3:31].[K+]. Product: [C:1]([O:5][C:6](=[O:29])[CH2:7][CH2:8][N:9]1[CH2:14][CH2:13][O:12][CH:11]([C:15]2[CH:16]=[CH:17][C:18]([S:32][C:30](=[O:33])[CH3:31])=[CH:19][CH:20]=2)[CH2:10]1)([CH3:2])([CH3:3])[CH3:4]. The catalyst class is: 835. (2) Reactant: Cl.[Cl:2][C:3]1[CH:11]=[C:10]2[C:6]([C:7]([CH2:21][CH:22]([CH3:24])[CH3:23])=[CH:8][N:9]2[C:12]2[S:13][CH:14]=[C:15]([C:17](=[NH:20])OC)[N:16]=2)=[CH:5][CH:4]=1.[NH3:25]. Product: [Cl:2][C:3]1[CH:11]=[C:10]2[C:6]([C:7]([CH2:21][CH:22]([CH3:24])[CH3:23])=[CH:8][N:9]2[C:12]2[S:13][CH:14]=[C:15]([C:17](=[NH:25])[NH2:20])[N:16]=2)=[CH:5][CH:4]=1. The catalyst class is: 1.